From a dataset of Reaction yield outcomes from USPTO patents with 853,638 reactions. Predict the reaction yield, written as a fraction of the theoretical maximum amount of product (1.0 means a 100% yield; for example, 0.34 means a 34% yield). (1) The reactants are [O:1]=[C:2]1[C:11]2[CH:10]=[C:9]([O:12][S:13]([C:16]([F:19])([F:18])[F:17])(=[O:15])=[O:14])[CH:8]=[C:7]([O:20]S(C(F)(F)F)(=O)=O)[C:6]=2[CH2:5][CH2:4][CH2:3]1.C(=O)([O-])[O-].[Cs+].[Cs+].C(COC)OC. The catalyst is [Cl-].[NH4+]. The product is [OH:20][C:7]1[C:6]2[CH2:5][CH2:4][CH2:3][C:2](=[O:1])[C:11]=2[CH:10]=[C:9]([O:12][S:13]([C:16]([F:19])([F:17])[F:18])(=[O:15])=[O:14])[CH:8]=1. The yield is 0.510. (2) The reactants are [CH3:1][C:2]([CH3:22])=[CH:3][CH2:4][CH2:5]/[C:6](/[CH3:21])=[CH:7]/[CH2:8][CH2:9]/[C:10](/[CH3:20])=[CH:11]/[CH2:12][S:13][CH2:14][C@H:15]([NH2:19])[C:16]([OH:18])=[O:17].C([O-])([O-])=O.[K+].[K+].[C:29]1(=[O:35])[O:34][C:32](=[O:33])[CH:31]=[CH:30]1.Cl. The catalyst is C1COCC1. The product is [C:16]([C@@H:15]([NH:19][C:29](=[O:35])/[CH:30]=[CH:31]/[C:32]([OH:34])=[O:33])[CH2:14][S:13][CH2:12]/[CH:11]=[C:10](\[CH3:20])/[CH2:9][CH2:8]/[CH:7]=[C:6](\[CH3:21])/[CH2:5][CH2:4][CH:3]=[C:2]([CH3:22])[CH3:1])([OH:18])=[O:17]. The yield is 0.850. (3) The reactants are I[C:2]1[S:10][C:9]2[C:8]([N:11]([C:13]3[CH:18]=[CH:17][C:16]([O:19][CH3:20])=[CH:15][CH:14]=3)[CH3:12])=[N:7][CH:6]=[N:5][C:4]=2[CH:3]=1.[N:21]1[CH:26]=[CH:25][CH:24]=[C:23](B(O)O)[CH:22]=1.C(=O)([O-])[O-].[Na+].[Na+]. The catalyst is CN(C)C=O.C(OCC)(=O)C.C1C=CC(C#N)=CC=1.C1C=CC(C#N)=CC=1.Cl[Pd]Cl.C1(P(C2C=CC=CC=2)[C-]2C=CC=C2)C=CC=CC=1.[C-]1(P(C2C=CC=CC=2)C2C=CC=CC=2)C=CC=C1.[Fe+2]. The product is [CH3:20][O:19][C:16]1[CH:17]=[CH:18][C:13]([N:11]([CH3:12])[C:8]2[C:9]3[S:10][C:2]([C:23]4[CH:22]=[N:21][CH:26]=[CH:25][CH:24]=4)=[CH:3][C:4]=3[N:5]=[CH:6][N:7]=2)=[CH:14][CH:15]=1. The yield is 0.250. (4) The reactants are [CH3:1][O:2][C:3]1[CH:13]=[CH:12][CH:11]=[C:10]([CH3:14])[C:4]=1[C:5]([O:7][CH2:8][CH3:9])=[O:6].[Br:15]N1C(=O)CCC1=O. The catalyst is C(Cl)(Cl)(Cl)Cl.C(OCC)C.C(OOC(=O)C1C=CC=CC=1)(=O)C1C=CC=CC=1. The product is [Br:15][CH2:14][C:10]1[C:4]([C:5]([O:7][CH2:8][CH3:9])=[O:6])=[C:3]([O:2][CH3:1])[CH:13]=[CH:12][CH:11]=1. The yield is 0.600. (5) The reactants are [O:1]=[C:2]([N:6]([CH2:18][C:19]1[CH:24]=[CH:23][C:22]([C:25]#[C:26][C:27]2[CH:32]=[CH:31][C:30]([O:33][CH2:34][CH2:35][CH2:36][CH2:37][CH3:38])=[CH:29][CH:28]=2)=[CH:21][CH:20]=1)[CH2:7][C:8]1[CH:13]=[CH:12][C:11]([C:14]([F:17])([F:16])[F:15])=[CH:10][CH:9]=1)[C:3]([OH:5])=[O:4]. The catalyst is CCOC(C)=O. The product is [O:1]=[C:2]([N:6]([CH2:18][C:19]1[CH:24]=[CH:23][C:22]([CH2:25][CH2:26][C:27]2[CH:32]=[CH:31][C:30]([O:33][CH2:34][CH2:35][CH2:36][CH2:37][CH3:38])=[CH:29][CH:28]=2)=[CH:21][CH:20]=1)[CH2:7][C:8]1[CH:13]=[CH:12][C:11]([C:14]([F:16])([F:17])[F:15])=[CH:10][CH:9]=1)[C:3]([OH:5])=[O:4]. The yield is 0.490. (6) The reactants are Cl[C:2]1[N:7]=[C:6]([NH:8][CH2:9][CH2:10][CH2:11][C:12]2[CH:17]=[CH:16][CH:15]=[C:14]([O:18][CH3:19])[CH:13]=2)[C:5]([Cl:20])=[CH:4][N:3]=1.[NH2:21][C:22]1[CH:23]=[C:24]([CH2:28][CH2:29][OH:30])[CH:25]=[CH:26][CH:27]=1.O.C1(C)C=CC(S(O)(=O)=O)=CC=1. The catalyst is O1CCOCC1. The product is [Cl:20][C:5]1[C:6]([NH:8][CH2:9][CH2:10][CH2:11][C:12]2[CH:17]=[CH:16][CH:15]=[C:14]([O:18][CH3:19])[CH:13]=2)=[N:7][C:2]([NH:21][C:22]2[CH:23]=[C:24]([CH2:28][CH2:29][OH:30])[CH:25]=[CH:26][CH:27]=2)=[N:3][CH:4]=1. The yield is 0.920. (7) The yield is 0.810. The reactants are N(C([O-])=O)=NC([O-])=O.[OH:9][C:10]1[CH:19]=[C:18]([CH3:20])[CH:17]=[CH:16][C:11]=1[C:12]([O:14][CH3:15])=[O:13].[CH:21](O)([CH3:23])[CH3:22].C1COCC1. The product is [CH3:15][O:14][C:12](=[O:13])[C:11]1[CH:16]=[CH:17][C:18]([CH3:20])=[CH:19][C:10]=1[O:9][CH:21]([CH3:23])[CH3:22]. The catalyst is C(OCC)(=O)C.O. (8) The reactants are Cl.[Cl:2][C:3]1[CH:8]=[C:7]([C:9]2[CH:14]=[CH:13][CH:12]=[C:11]([Cl:15])[CH:10]=2)[N:6]=[C:5]2[CH2:16][CH2:17][CH2:18][C:4]=12.[CH3:19][O:20][CH2:21][CH2:22][C:23]1[CH:29]=[CH:28][C:26]([NH2:27])=[CH:25][CH:24]=1. The catalyst is C(O)(C)C. The product is [ClH:2].[Cl:15][C:11]1[CH:10]=[C:9]([C:7]2[N:6]=[C:5]3[CH2:16][CH2:17][CH2:18][C:4]3=[C:3]([NH:27][C:26]3[CH:25]=[CH:24][C:23]([CH2:22][CH2:21][O:20][CH3:19])=[CH:29][CH:28]=3)[CH:8]=2)[CH:14]=[CH:13][CH:12]=1. The yield is 0.640. (9) The reactants are Br[CH2:2][C:3]1[S:11][C:10]2[C:9]([N:12]3[CH2:17][CH2:16][O:15][CH2:14][CH2:13]3)=[N:8][C:7]([Cl:18])=[N:6][C:5]=2[CH:4]=1.C([O-])([O-])=O.[K+].[K+].[C:25]1(=[O:35])[NH:29][C:28](=[O:30])[C:27]2=[CH:31][CH:32]=[CH:33][CH:34]=[C:26]12. The catalyst is CN(C=O)C. The product is [Cl:18][C:7]1[N:8]=[C:9]([N:12]2[CH2:17][CH2:16][O:15][CH2:14][CH2:13]2)[C:10]2[S:11][C:3]([CH2:2][N:29]3[C:25](=[O:35])[C:26]4[C:27](=[CH:31][CH:32]=[CH:33][CH:34]=4)[C:28]3=[O:30])=[CH:4][C:5]=2[N:6]=1. The yield is 0.750. (10) The reactants are [NH2:1][C:2]1[C:3]([C:7]2[N:8]([CH2:22][CH3:23])[C:9]3[C:14]([Br:15])=[CH:13][N:12]=[C:11]([CH2:16][O:17]C(=O)C)[C:10]=3[N:21]=2)=[N:4][O:5][N:6]=1.[OH-].[Na+]. The catalyst is CO.O. The product is [NH2:1][C:2]1[C:3]([C:7]2[N:8]([CH2:22][CH3:23])[C:9]3[C:14]([Br:15])=[CH:13][N:12]=[C:11]([CH2:16][OH:17])[C:10]=3[N:21]=2)=[N:4][O:5][N:6]=1. The yield is 0.880.